From a dataset of Reaction yield outcomes from USPTO patents with 853,638 reactions. Predict the reaction yield, written as a fraction of the theoretical maximum amount of product (1.0 means a 100% yield; for example, 0.34 means a 34% yield). (1) The reactants are [Cl:1][C:2]1[CH:7]=[C:6]([Cl:8])[CH:5]=[CH:4][C:3]=1[C:9]1[N:10]=[C:11](/[CH:14]=[CH:15]/[C:16]2[CH:21]=[CH:20][C:19]([N+:22]([O-:24])=[O:23])=[CH:18][CH:17]=2)[NH:12][CH:13]=1.[CH3:25][O:26][C:27]([C:29]1[CH:34]=[CH:33][C:32]([CH2:35]Br)=[CH:31][CH:30]=1)=[O:28]. No catalyst specified. The product is [CH3:25][O:26][C:27](=[O:28])[C:29]1[CH:34]=[CH:33][C:32]([CH2:35][N:12]2[CH:13]=[C:9]([C:3]3[CH:4]=[CH:5][C:6]([Cl:8])=[CH:7][C:2]=3[Cl:1])[N:10]=[C:11]2/[CH:14]=[CH:15]/[C:16]2[CH:21]=[CH:20][C:19]([N+:22]([O-:24])=[O:23])=[CH:18][CH:17]=2)=[CH:31][CH:30]=1. The yield is 0.270. (2) The reactants are [OH-].[Na+].[O:3]1[CH2:8][CH2:7][CH:6]([C:9]([O:11]C)=[O:10])[CH2:5][CH2:4]1. The catalyst is CO.O. The product is [O:3]1[CH2:8][CH2:7][CH:6]([C:9]([OH:11])=[O:10])[CH2:5][CH2:4]1. The yield is 0.690. (3) The reactants are [Cl:1][C:2]1[CH:3]=[C:4]([CH:9]=[C:10]([Cl:12])[CH:11]=1)[C:5]([NH:7][NH2:8])=[O:6].C([O-])([O-])=O.[K+].[K+].[Cl:19][CH2:20][C:21](Cl)=[O:22]. The catalyst is C(#N)C. The product is [Cl:1][C:2]1[CH:3]=[C:4]([CH:9]=[C:10]([Cl:12])[CH:11]=1)[C:5]([NH:7][NH:8][C:21](=[O:22])[CH2:20][Cl:19])=[O:6]. The yield is 0.920. (4) The reactants are [F:1][C:2]1[CH:9]=[C:8]([I:10])[CH:7]=[CH:6][C:3]=1[CH2:4]Br.O.[C-:12]#[N:13].[Na+]. The catalyst is C(O)C. The product is [F:1][C:2]1[CH:9]=[C:8]([I:10])[CH:7]=[CH:6][C:3]=1[CH2:4][C:12]#[N:13]. The yield is 0.960. (5) The reactants are [Cl:1][C:2]1[CH:3]=[C:4]([C:8]2[CH:16]=[CH:15][CH:14]=[C:13]3[C:9]=2[CH2:10][C:11](=[O:17])[NH:12]3)[CH:5]=[CH:6][CH:7]=1.[N:18]1([CH2:23][CH2:24][NH:25][C:26]([C:28]2[CH:32]=[C:31]([CH3:33])[NH:30][C:29]=2[CH:34]=O)=[O:27])[CH:22]=[CH:21][N:20]=[N:19]1. The catalyst is C(O)C.N1CCCCC1. The product is [N:18]1([CH2:23][CH2:24][NH:25][C:26]([C:28]2[CH:32]=[C:31]([CH3:33])[NH:30][C:29]=2[CH:34]=[C:10]2[C:9]3[C:13](=[CH:14][CH:15]=[CH:16][C:8]=3[C:4]3[CH:5]=[CH:6][CH:7]=[C:2]([Cl:1])[CH:3]=3)[NH:12][C:11]2=[O:17])=[O:27])[CH:22]=[CH:21][N:20]=[N:19]1. The yield is 0.540. (6) The reactants are [Cl:1][C:2]1[N:3]=[C:4]([N:11]2[CH2:16][CH2:15][O:14][CH2:13][CH2:12]2)[C:5]2[CH:10]=[CH:9][S:8][C:6]=2[N:7]=1.[Li]CCCC.CN([CH:25]=[O:26])C.Cl. The catalyst is C1COCC1. The product is [Cl:1][C:2]1[N:3]=[C:4]([N:11]2[CH2:16][CH2:15][O:14][CH2:13][CH2:12]2)[C:5]2[CH:10]=[C:9]([CH:25]=[O:26])[S:8][C:6]=2[N:7]=1. The yield is 0.910.